Dataset: Reaction yield outcomes from USPTO patents with 853,638 reactions. Task: Predict the reaction yield, written as a fraction of the theoretical maximum amount of product (1.0 means a 100% yield; for example, 0.34 means a 34% yield). The reactants are [C:1]([C:5]1[N:6]=[C:7]([NH:10][C:11](=[O:19])[C:12]2[CH:17]=[CH:16][N:15]=[C:14]([NH2:18])[CH:13]=2)[S:8][CH:9]=1)([CH3:4])([CH3:3])[CH3:2].[C:20](OC1C=CC(Cl)=C(Cl)C=1Cl)(=[O:25])[CH2:21][C:22]([O-])=[O:23]. The catalyst is C1(C)C(C)=CC=CC=1. The product is [C:1]([C:5]1[N:6]=[C:7]([NH:10][C:11]([C:12]2[CH:17]=[CH:16][N:15]3[C:20](=[O:25])[CH2:21][C:22](=[O:23])[N:18]=[C:14]3[CH:13]=2)=[O:19])[S:8][CH:9]=1)([CH3:4])([CH3:2])[CH3:3]. The yield is 0.840.